Dataset: Forward reaction prediction with 1.9M reactions from USPTO patents (1976-2016). Task: Predict the product of the given reaction. Given the reactants [CH3:1][O:2][C:3]1[CH:4]=[C:5](/[CH:13]=[CH:14]/[CH:15]=[CH:16]/[C:17]([NH:19][C:20]2[C:25]([NH:26][C:27](=[O:44])/[CH:28]=[CH:29]/[CH:30]=[CH:31]/[C:32]3[CH:37]=[C:36]([O:38][CH3:39])[C:35]([O:40][CH3:41])=[C:34]([O:42][CH3:43])[CH:33]=3)=[CH:24][CH:23]=[CH:22][C:21]=2[O:45]C(=O)/C=C/C=C/C2C=C(OC)C(OC)=C(OC)C=2)=[O:18])[CH:6]=[C:7]([O:11][CH3:12])[C:8]=1[O:9][CH3:10].C(=O)([O-])[O-].[K+].[K+], predict the reaction product. The product is: [CH3:12][O:11][C:7]1[CH:6]=[C:5](/[CH:13]=[CH:14]/[CH:15]=[CH:16]/[C:17]([NH:19][C:20]2[C:25]([NH:26][C:27](=[O:44])/[CH:28]=[CH:29]/[CH:30]=[CH:31]/[C:32]3[CH:33]=[C:34]([O:42][CH3:43])[C:35]([O:40][CH3:41])=[C:36]([O:38][CH3:39])[CH:37]=3)=[CH:24][CH:23]=[CH:22][C:21]=2[OH:45])=[O:18])[CH:4]=[C:3]([O:2][CH3:1])[C:8]=1[O:9][CH3:10].